This data is from Reaction yield outcomes from USPTO patents with 853,638 reactions. The task is: Predict the reaction yield, written as a fraction of the theoretical maximum amount of product (1.0 means a 100% yield; for example, 0.34 means a 34% yield). (1) The reactants are CC[CH:3]([NH:6][C:7]1[CH:12]=[N:11][CH:10]=[C:9](Cl)[N:8]=1)[CH2:4]C.[CH3:14][O-:15].[Na+].CN1[CH2:22][CH2:21][CH2:20]C1=O. The catalyst is CO. The product is [CH2:3]([NH:6][C:7]1[C:12]([CH2:20][CH2:21][CH3:22])=[N:11][CH:10]=[C:9]([O:15][CH3:14])[N:8]=1)[CH3:4]. The yield is 0.980. (2) The reactants are C[O-].[Na+].[F:4][C:5]1[CH:6]=[CH:7][C:8]2[N:9]([C:11]([C:14]#[N:15])=[CH:12][N:13]=2)[CH:10]=1.[Cl-].[NH4+:17]. The catalyst is CO. The product is [F:4][C:5]1[CH:6]=[CH:7][C:8]2[N:9]([C:11]([C:14](=[NH:17])[NH2:15])=[CH:12][N:13]=2)[CH:10]=1. The yield is 0.810. (3) The product is [Cl:1][C:2]1[N:3]=[C:4]([NH:28][C:26]([CH3:27])([CH3:29])[CH2:25][C:22]2[CH:23]=[CH:24][C:19]([O:18][CH2:16][CH3:17])=[CH:20][CH:21]=2)[C:5]2[CH2:10][N:9]([CH:11]([CH3:13])[CH3:12])[C:8](=[O:14])[C:6]=2[N:7]=1. The yield is 0.726. The catalyst is ClCCCl. The reactants are [Cl:1][C:2]1[N:3]=[C:4](Cl)[C:5]2[CH2:10][N:9]([CH:11]([CH3:13])[CH3:12])[C:8](=[O:14])[C:6]=2[N:7]=1.[CH2:16]([O:18][C:19]1[CH:24]=[CH:23][C:22]([CH2:25][C:26]([CH3:29])([NH2:28])[CH3:27])=[CH:21][CH:20]=1)[CH3:17].C(N(C(C)C)C(C)C)C.